This data is from Forward reaction prediction with 1.9M reactions from USPTO patents (1976-2016). The task is: Predict the product of the given reaction. The product is: [CH:1]1([N:4]2[C:5]3[C:6](=[N:7][CH:8]=[C:9]([CH2:11][C:12]4[CH:17]=[CH:16][C:15]([F:18])=[CH:14][CH:13]=4)[CH:10]=3)[C:19]([OH:21])=[C:24]([C:25]([O:27][CH2:28][CH3:29])=[O:26])[C:23]2=[O:30])[CH2:3][CH2:2]1. Given the reactants [CH:1]1([N:4]([C:23](=[O:30])[CH2:24][C:25]([O:27][CH2:28][CH3:29])=[O:26])[C:5]2[C:6]([C:19]([O:21]C)=O)=[N:7][CH:8]=[C:9]([CH2:11][C:12]3[CH:17]=[CH:16][C:15]([F:18])=[CH:14][CH:13]=3)[CH:10]=2)[CH2:3][CH2:2]1.[O-]CC.[Na+], predict the reaction product.